From a dataset of Retrosynthesis with 50K atom-mapped reactions and 10 reaction types from USPTO. Predict the reactants needed to synthesize the given product. (1) Given the product CC(C)N(C(=O)CN1C(=O)C(C(N)=O)(c2cccc(C(=O)O)c2)C(=O)N(c2ccccc2)c2ccccc21)c1ccccc1, predict the reactants needed to synthesize it. The reactants are: CCOC(=O)c1cccc(C2(C(N)=O)C(=O)N(CC(=O)N(c3ccccc3)C(C)C)c3ccccc3N(c3ccccc3)C2=O)c1. (2) The reactants are: NC(=S)NN=C1CCN(Cc2ccccc2)CC1.O=C(CBr)c1ccc(F)cc1. Given the product Fc1ccc(-c2csc(NN=C3CCN(Cc4ccccc4)CC3)n2)cc1, predict the reactants needed to synthesize it. (3) Given the product CCOc1ccc2c(c1)CC1CNCC2C1, predict the reactants needed to synthesize it. The reactants are: CCOc1ccc2c(c1)CC1CC2CN(Cc2ccccc2)C1. (4) Given the product COc1ccc(S(=O)(=O)NC(=O)c2ccc3nc(C)n(Cc4ccccc4Cl)c3c2)cc1, predict the reactants needed to synthesize it. The reactants are: COc1ccc(S(N)(=O)=O)cc1.Cc1nc2ccc(C(=O)O)cc2n1Cc1ccccc1Cl. (5) Given the product O=[N+]([O-])c1cccc(S(=O)(=O)N2CC(O)COc3ccccc32)c1, predict the reactants needed to synthesize it. The reactants are: CC(C)(C)[Si](C)(C)OC1COc2ccccc2N(S(=O)(=O)c2cccc([N+](=O)[O-])c2)C1. (6) Given the product Cc1nc(N2CCN(CC(=O)NCc3ccc(F)cc3)C2=O)sc1C(=O)NCc1cccnc1, predict the reactants needed to synthesize it. The reactants are: Cc1nc(N2CCN(CC(=O)NCc3ccc(F)cc3)C2=O)sc1C(=O)O.NCc1cccnc1. (7) Given the product COc1ccc(Cn2c(=O)n(C3CCNCC3)c(=O)c3sc(-c4ccc(F)cc4OC)cc32)cc1F, predict the reactants needed to synthesize it. The reactants are: COc1ccc(Cn2c(=O)n(C3CCN(C(=O)OC(C)(C)C)CC3)c(=O)c3sc(-c4ccc(F)cc4OC)cc32)cc1F. (8) Given the product CC(C)(OCOCC[Si](C)(C)C)c1ccc(Br)cc1, predict the reactants needed to synthesize it. The reactants are: CC(C)(O)c1ccc(Br)cc1.C[Si](C)(C)CCOCCl. (9) Given the product COC(=O)c1cnc(-c2ccccc2)c(-c2ccc(=O)n(C(C)C)n2)c1, predict the reactants needed to synthesize it. The reactants are: CC(C)n1nc(-c2cc(C(=O)O)cnc2-c2ccccc2)ccc1=O.O=C([O-])O.